From a dataset of Forward reaction prediction with 1.9M reactions from USPTO patents (1976-2016). Predict the product of the given reaction. (1) Given the reactants Br[C:2]1[S:3][C:4]([S:17]([N:20]2[CH2:24][CH:23]=[CH:22][CH2:21]2)(=[O:19])=[O:18])=[CH:5][C:6]=1[C:7]1[S:11][C:10]([NH:12][C:13](=[O:15])[CH3:14])=[N:9][C:8]=1[CH3:16].C([Li])CCC, predict the reaction product. The product is: [CH3:16][C:8]1[N:9]=[C:10]([NH:12][C:13](=[O:15])[CH3:14])[S:11][C:7]=1[C:6]1[CH:5]=[C:4]([S:17]([N:20]2[CH2:21][CH2:22][CH2:23][CH2:24]2)(=[O:19])=[O:18])[S:3][CH:2]=1. (2) Given the reactants [CH3:1][C:2]1[CH:3]=[C:4]([CH:7]=[CH:8][C:9]=1[N:10]1[CH2:15][CH2:14][CH:13]([CH2:16][N:17]2[CH2:21][CH2:20][CH2:19][CH2:18]2)[CH2:12][CH2:11]1)[CH:5]=O.[NH:22]1[CH2:27][CH2:26][CH2:25][CH2:24]C1, predict the reaction product. The product is: [CH3:1][C:2]1[CH:3]=[C:4]([CH:7]=[CH:8][C:9]=1[N:10]1[CH2:15][CH2:14][CH:13]([CH2:16][N:17]2[CH2:21][CH2:20][CH2:19][CH2:18]2)[CH2:12][CH2:11]1)[CH2:5][N:22]1[CH2:24][CH2:25][CH2:26][CH2:27]1. (3) Given the reactants [CH3:1][O:2][C:3]1[CH:4]=[C:5]([O:23][C:24]2[CH:25]=[N:26][C:27]([S:30]([CH3:33])(=[O:32])=[O:31])=[CH:28][CH:29]=2)[CH:6]=[C:7]2[C:11]=1[NH:10][C:9]([C:12]1[S:13][CH:14]([CH2:17][C:18]([O:20]CC)=[O:19])[CH2:15][N:16]=1)=[CH:8]2.[OH-].[Na+], predict the reaction product. The product is: [CH3:1][O:2][C:3]1[CH:4]=[C:5]([O:23][C:24]2[CH:25]=[N:26][C:27]([S:30]([CH3:33])(=[O:32])=[O:31])=[CH:28][CH:29]=2)[CH:6]=[C:7]2[C:11]=1[NH:10][C:9]([C:12]1[S:13][CH:14]([CH2:17][C:18]([OH:20])=[O:19])[CH2:15][N:16]=1)=[CH:8]2. (4) Given the reactants C(N(CC)CC)C.[CH2:8]([N:10]=[C:11]=[O:12])[CH3:9].[ClH:13].[N:14]12[CH2:21][CH2:20][CH:17]([CH2:18][CH2:19]1)[C@@H:16]([NH:22][C:23]([C:25]1[S:26][C:27]3[C:33]([C:34]4[CH:39]=[CH:38][CH:37]=[CH:36][C:35]=4[CH2:40][OH:41])=[CH:32][CH:31]=[CH:30][C:28]=3[CH:29]=1)=[O:24])[CH2:15]2.C1COCC1, predict the reaction product. The product is: [ClH:13].[CH2:8]([NH:10][C:11](=[O:12])[O:41][CH2:40][C:35]1[CH:36]=[CH:37][CH:38]=[CH:39][C:34]=1[C:33]1[C:27]2[S:26][C:25]([C:23]([NH:22][C@@H:16]3[CH:17]4[CH2:18][CH2:19][N:14]([CH2:21][CH2:20]4)[CH2:15]3)=[O:24])=[CH:29][C:28]=2[CH:30]=[CH:31][CH:32]=1)[CH3:9]. (5) Given the reactants [CH:1]([C:4]1[N:5]=[C:6]([C:9]([OH:11])=O)[O:7][CH:8]=1)([CH3:3])[CH3:2].CN(C(ON1N=NC2C=CC=NC1=2)=[N+](C)C)C.F[P-](F)(F)(F)(F)F.C([O:38][C:39](=[O:63])[C@H:40]([N:60]=[N+]=[N-])[CH2:41][C@H:42]([NH2:59])[CH2:43][C:44]1[CH:49]=[CH:48][C:47]([C:50]2[CH:55]=[C:54]([Cl:56])[CH:53]=[CH:52][C:51]=2[F:57])=[CH:46][C:45]=1[Cl:58])C.CCN(C(C)C)C(C)C, predict the reaction product. The product is: [NH2:60][C@H:40]([CH2:41][C@H:42]([NH:59][C:9]([C:6]1[O:7][CH:8]=[C:4]([CH:1]([CH3:2])[CH3:3])[N:5]=1)=[O:11])[CH2:43][C:44]1[CH:49]=[CH:48][C:47]([C:50]2[CH:55]=[C:54]([Cl:56])[CH:53]=[CH:52][C:51]=2[F:57])=[CH:46][C:45]=1[Cl:58])[C:39]([OH:63])=[O:38]. (6) Given the reactants [C:1]1([N:7]=[N+:8]=[N-:9])[CH:6]=[CH:5][CH:4]=[CH:3][CH:2]=1.C([O:12][C:13](=[O:20])[CH2:14][C:15]([CH:17]1[CH2:19][CH2:18]1)=O)C.C[O-].[Na+].[OH-].[Na+].Cl, predict the reaction product. The product is: [CH:17]1([C:15]2[N:7]([C:1]3[CH:6]=[CH:5][CH:4]=[CH:3][CH:2]=3)[N:8]=[N:9][C:14]=2[C:13]([OH:20])=[O:12])[CH2:19][CH2:18]1. (7) Given the reactants [CH3:1][O:2][C:3]1[CH:8]=[CH:7][CH:6]=[CH:5][C:4]=1[C:9]1[CH:10]=[N:11][CH:12]=[CH:13][CH:14]=1, predict the reaction product. The product is: [CH3:1][O:2][C:3]1[CH:8]=[CH:7][CH:6]=[CH:5][C:4]=1[CH:9]1[CH2:14][CH2:13][CH2:12][NH:11][CH2:10]1. (8) Given the reactants [O:1]=[C:2]1[CH2:7][CH2:6][N:5]([C:8]([O:10][C:11]([CH3:14])([CH3:13])[CH3:12])=[O:9])[CH2:4][CH2:3]1.[C:15]([Mg]Br)#[C:16][CH3:17].C(=O)([O-])O.[Na+], predict the reaction product. The product is: [OH:1][C:2]1([C:15]#[C:16][CH3:17])[CH2:3][CH2:4][N:5]([C:8]([O:10][C:11]([CH3:14])([CH3:13])[CH3:12])=[O:9])[CH2:6][CH2:7]1. (9) Given the reactants [CH3:1][C:2]1[N:7]=[C:6]2[N:8]([C:11]3[C:16]([CH3:17])=[CH:15][C:14]([CH3:18])=[CH:13][C:12]=3[CH3:19])[CH:9]=[N:10][C:5]2=[C:4]([NH:20][C:21](=O)[CH2:22][Cl:23])[CH:3]=1, predict the reaction product. The product is: [Cl:23][CH2:22][CH2:21][NH:20][C:4]1[CH:3]=[C:2]([CH3:1])[N:7]=[C:6]2[N:8]([C:11]3[C:16]([CH3:17])=[CH:15][C:14]([CH3:18])=[CH:13][C:12]=3[CH3:19])[CH:9]=[N:10][C:5]=12.